This data is from Reaction yield outcomes from USPTO patents with 853,638 reactions. The task is: Predict the reaction yield, written as a fraction of the theoretical maximum amount of product (1.0 means a 100% yield; for example, 0.34 means a 34% yield). (1) The reactants are CCN(C(C)C)C(C)C.Cl.[NH2:11][CH2:12][C:13]([N:15]1[CH2:20][CH2:19][N:18]([C:21](=[O:32])[C:22]2[CH:27]=[CH:26][CH:25]=[CH:24][C:23]=2[C:28]([F:31])([F:30])[F:29])[CH2:17][CH2:16]1)=[O:14].C1C=CC2N(O)N=NC=2C=1.CCN=C=NCCCN(C)C.[CH3:54][C:55]1[N:59]([C:60]2[CH:65]=[CH:64][CH:63]=[CH:62][CH:61]=2)[N:58]=[CH:57][C:56]=1[C:66](O)=[O:67]. The catalyst is CN(C=O)C.O. The product is [O:14]=[C:13]([N:15]1[CH2:16][CH2:17][N:18]([C:21](=[O:32])[C:22]2[CH:27]=[CH:26][CH:25]=[CH:24][C:23]=2[C:28]([F:31])([F:29])[F:30])[CH2:19][CH2:20]1)[CH2:12][NH:11][C:66]([C:56]1[CH:57]=[N:58][N:59]([C:60]2[CH:65]=[CH:64][CH:63]=[CH:62][CH:61]=2)[C:55]=1[CH3:54])=[O:67]. The yield is 0.117. (2) The reactants are [CH2:1]([O:8][CH2:9][C:10]1[O:14][C:13]([C:15]2[CH:20]=[CH:19][CH:18]=[CH:17][CH:16]=2)=[N:12][C:11]=1[C:21]([N:23]([CH2:31][C:32]([O:34]C)=[O:33])[CH2:24][C:25]1[CH:30]=[CH:29][CH:28]=[CH:27][N:26]=1)=[O:22])[C:2]1[CH:7]=[CH:6][CH:5]=[CH:4][CH:3]=1.[OH-].[Li+]. The catalyst is O1CCCC1.O. The product is [CH2:1]([O:8][CH2:9][C:10]1[O:14][C:13]([C:15]2[CH:20]=[CH:19][CH:18]=[CH:17][CH:16]=2)=[N:12][C:11]=1[C:21]([N:23]([CH2:31][C:32]([OH:34])=[O:33])[CH2:24][C:25]1[CH:30]=[CH:29][CH:28]=[CH:27][N:26]=1)=[O:22])[C:2]1[CH:3]=[CH:4][CH:5]=[CH:6][CH:7]=1. The yield is 0.410. (3) The reactants are [CH3:1][N:2]1[CH2:15][CH2:14][C:5]2[NH:6][C:7]3[CH:8]=[CH:9][C:10]([CH3:13])=[CH:11][C:12]=3[C:4]=2[CH2:3]1.[OH-].[K+].[CH3:18][C:19]1[N:24]=[CH:23][C:22]([CH:25]=[CH2:26])=[CH:21][N:20]=1. The catalyst is CN1CCCC1=O.O. The product is [CH3:1][N:2]1[CH2:15][CH2:14][C:5]2[N:6]([CH2:26][CH2:25][C:22]3[CH:21]=[N:20][C:19]([CH3:18])=[N:24][CH:23]=3)[C:7]3[CH:8]=[CH:9][C:10]([CH3:13])=[CH:11][C:12]=3[C:4]=2[CH2:3]1. The yield is 0.160. (4) The reactants are [Cl:1][C:2]1[CH:25]=[CH:24][C:5]([CH2:6][C:7]2[N:8]=[C:9]([C:17]3[CH:22]=[CH:21][N:20]=[C:19]([Cl:23])[CH:18]=3)[S:10][C:11]=2[C:12]([O:14]CC)=[O:13])=[CH:4][CH:3]=1.[Li+].[OH-].Cl. The catalyst is C1COCC1.O. The product is [Cl:1][C:2]1[CH:3]=[CH:4][C:5]([CH2:6][C:7]2[N:8]=[C:9]([C:17]3[CH:22]=[CH:21][N:20]=[C:19]([Cl:23])[CH:18]=3)[S:10][C:11]=2[C:12]([OH:14])=[O:13])=[CH:24][CH:25]=1. The yield is 0.960. (5) The product is [F:23][C:17]1[CH:16]=[CH:15][C:14]([C:6]2[CH:7]=[CH:8][CH:9]=[C:4]([O:3][CH2:1][CH3:2])[CH:5]=2)=[CH:19][C:18]=1[N+:20]([O-:22])=[O:21]. The yield is 0.900. The reactants are [CH2:1]([O:3][C:4]1[CH:5]=[C:6](B(O)O)[CH:7]=[CH:8][CH:9]=1)[CH3:2].Br[C:14]1[CH:15]=[CH:16][C:17]([F:23])=[C:18]([N+:20]([O-:22])=[O:21])[CH:19]=1.C(=O)([O-])[O-].[Na+].[Na+]. The catalyst is C1(C)C=CC=CC=1.C(O)C.C1C=CC([P]([Pd]([P](C2C=CC=CC=2)(C2C=CC=CC=2)C2C=CC=CC=2)([P](C2C=CC=CC=2)(C2C=CC=CC=2)C2C=CC=CC=2)[P](C2C=CC=CC=2)(C2C=CC=CC=2)C2C=CC=CC=2)(C2C=CC=CC=2)C2C=CC=CC=2)=CC=1. (6) The reactants are [CH3:1][O:2][C:3]1[C:8]([CH:9]([OH:18])[C:10]#[C:11][C:12]2[CH:17]=[CH:16][CH:15]=[CH:14][CH:13]=2)=[CH:7][CH:6]=C(OC)N=1.[CH3:21][O:22][C:23]1C(OC)=C(C=O)C=C[N:24]=1. No catalyst specified. The product is [CH3:21][O:22][C:23]1[C:3]([O:2][CH3:1])=[C:8]([CH:9]([OH:18])[C:10]#[C:11][C:12]2[CH:13]=[CH:14][CH:15]=[CH:16][CH:17]=2)[CH:7]=[CH:6][N:24]=1. The yield is 0.860. (7) The reactants are [C:1]([CH:3]1[CH2:8][CH2:7][N:6]([C:9]([O:11][C:12]([CH3:15])([CH3:14])[CH3:13])=[O:10])[CH2:5][CH2:4]1)#[N:2].C[Si]([N-][Si](C)(C)C)(C)C.[Li+].[C:26](Cl)(=[O:30])[O:27][CH2:28][CH3:29]. The catalyst is C1COCC1. The product is [C:1]([C:3]1([C:26]([O:27][CH2:28][CH3:29])=[O:30])[CH2:8][CH2:7][N:6]([C:9]([O:11][C:12]([CH3:15])([CH3:14])[CH3:13])=[O:10])[CH2:5][CH2:4]1)#[N:2]. The yield is 0.831.